Dataset: Forward reaction prediction with 1.9M reactions from USPTO patents (1976-2016). Task: Predict the product of the given reaction. (1) Given the reactants Cl.[NH:2]1[CH2:5][CH2:4][CH2:3]1.C(N(CC)C(C)C)(C)C.[C:15]([C:17]1[CH:22]=[CH:21][C:20]([N:23]2[C:27]3=[N:28][CH:29]=[CH:30][CH:31]=[C:26]3[N:25]=[C:24]2[C:32](OCC)=[O:33])=[CH:19][C:18]=1[F:37])#[N:16].[Cl-].[Ca+2].[Cl-], predict the reaction product. The product is: [N:2]1([C:32]([C:24]2[N:23]([C:20]3[CH:21]=[CH:22][C:17]([C:15]#[N:16])=[C:18]([F:37])[CH:19]=3)[C:27]3=[N:28][CH:29]=[CH:30][CH:31]=[C:26]3[N:25]=2)=[O:33])[CH2:5][CH2:4][CH2:3]1. (2) Given the reactants [H-].[Na+].[CH:3]([O:6][CH2:7][CH2:8][OH:9])([CH3:5])[CH3:4].[CH3:10][C:11]1[CH:16]=[C:15]([C:17]2[NH:26][C:25](=[O:27])[C:24]3[C:19](=[CH:20][C:21](F)=[CH:22][C:23]=3[O:28][CH3:29])[N:18]=2)[CH:14]=[C:13]([CH3:31])[N:12]=1.O, predict the reaction product. The product is: [CH3:10][C:11]1[CH:16]=[C:15]([C:17]2[NH:26][C:25](=[O:27])[C:24]3[C:19](=[CH:20][C:21]([O:9][CH2:8][CH2:7][O:6][CH:3]([CH3:5])[CH3:4])=[CH:22][C:23]=3[O:28][CH3:29])[N:18]=2)[CH:14]=[C:13]([CH3:31])[N:12]=1. (3) Given the reactants CS([C:4]1[N:9]=[CH:8][C:7]2=[CH:10][CH:11]=[C:12]([C:13]3[CH:18]=[CH:17][CH:16]=[CH:15][C:14]=3[N:19]([CH3:24])[S:20]([CH3:23])(=[O:22])=[O:21])[N:6]2[N:5]=1)=O.CS(O)(=O)=O.[CH3:30][O:31][C:32]1[CH:40]=[C:39]2[C:35]([CH2:36][N:37]([CH3:41])[CH2:38]2)=[CH:34][C:33]=1[NH2:42], predict the reaction product. The product is: [CH3:30][O:31][C:32]1[CH:40]=[C:39]2[C:35]([CH2:36][N:37]([CH3:41])[CH2:38]2)=[CH:34][C:33]=1[NH:42][C:4]1[N:9]=[CH:8][C:7]2=[CH:10][CH:11]=[C:12]([C:13]3[CH:18]=[CH:17][CH:16]=[CH:15][C:14]=3[N:19]([CH3:24])[S:20]([CH3:23])(=[O:22])=[O:21])[N:6]2[N:5]=1. (4) Given the reactants [Cl:1][C:2]1[S:3][C:4]([CH2:7]Cl)=[CH:5][CH:6]=1.BrCC1CCCCO1.[O:17]=[C:18]1[C:26]2([C:30]3=[CH:31][C:32]4[O:36][CH2:35][O:34][C:33]=4[CH:37]=[C:29]3[O:28][CH2:27]2)[C:25]2[C:20](=[C:21]([C:38]#[N:39])[CH:22]=[CH:23][CH:24]=2)[NH:19]1, predict the reaction product. The product is: [Cl:1][C:2]1[S:3][C:4]([CH2:7][N:19]2[C:20]3[C:25](=[CH:24][CH:23]=[CH:22][C:21]=3[C:38]#[N:39])[C:26]3([C:30]4=[CH:31][C:32]5[O:36][CH2:35][O:34][C:33]=5[CH:37]=[C:29]4[O:28][CH2:27]3)[C:18]2=[O:17])=[CH:5][CH:6]=1. (5) Given the reactants Cl.[CH3:2][N:3]([CH3:34])[C:4]1([C:28]2[CH:33]=[CH:32][CH:31]=[CH:30][CH:29]=2)[CH2:9][CH2:8][CH:7]([NH:10][C:11]([CH2:13][NH:14][C:15](=[O:27])[CH2:16][CH2:17][C:18]2[C:26]3[C:21](=[CH:22][CH:23]=[CH:24][CH:25]=3)[NH:20][CH:19]=2)=[O:12])[CH2:6][CH2:5]1.C[Si](C)(C)[Cl:37], predict the reaction product. The product is: [ClH:37].[CH3:34][N:3]([CH3:2])[C:4]1([C:28]2[CH:33]=[CH:32][CH:31]=[CH:30][CH:29]=2)[CH2:9][CH2:8][CH:7]([NH:10][C:11]([CH2:13][NH:14][C:15](=[O:27])[CH2:16][CH2:17][C:18]2[C:26]3[C:21](=[CH:22][CH:23]=[CH:24][CH:25]=3)[NH:20][CH:19]=2)=[O:12])[CH2:6][CH2:5]1. (6) Given the reactants [NH2:1][CH2:2][C@@:3]1([CH3:21])[CH2:7][CH2:6][C@@H:5]([NH:8][C:9](=[O:18])[O:10][CH2:11][C:12]2[CH:17]=[CH:16][CH:15]=[CH:14][CH:13]=2)[C:4]1([CH3:20])[CH3:19].C(N(CC)CC)C.[C:29](O[C:29]([O:31][C:32]([CH3:35])([CH3:34])[CH3:33])=[O:30])([O:31][C:32]([CH3:35])([CH3:34])[CH3:33])=[O:30], predict the reaction product. The product is: [CH2:11]([O:10][C:9]([NH:8][C@@H:5]1[CH2:6][CH2:7][C@@:3]([CH2:2][NH:1][C:29]([O:31][C:32]([CH3:35])([CH3:34])[CH3:33])=[O:30])([CH3:21])[C:4]1([CH3:20])[CH3:19])=[O:18])[C:12]1[CH:13]=[CH:14][CH:15]=[CH:16][CH:17]=1. (7) Given the reactants [Sn](Cl)Cl.[N+:4]([C:7]1[CH:15]=[C:14]2[C:10]([C:11]([C:24]3[N:28]([CH2:29][O:30][CH2:31][CH2:32][Si:33]([CH3:36])([CH3:35])[CH3:34])[C:27]4[CH:37]=[CH:38][CH:39]=[CH:40][C:26]=4[N:25]=3)=[N:12][N:13]2[CH2:16][O:17][CH2:18][CH2:19][Si:20]([CH3:23])([CH3:22])[CH3:21])=[CH:9][CH:8]=1)([O-])=O.C(=O)(O)[O-].[Na+], predict the reaction product. The product is: [NH2:4][C:7]1[CH:15]=[C:14]2[C:10]([C:11]([C:24]3[N:28]([CH2:29][O:30][CH2:31][CH2:32][Si:33]([CH3:35])([CH3:34])[CH3:36])[C:27]4[CH:37]=[CH:38][CH:39]=[CH:40][C:26]=4[N:25]=3)=[N:12][N:13]2[CH2:16][O:17][CH2:18][CH2:19][Si:20]([CH3:23])([CH3:22])[CH3:21])=[CH:9][CH:8]=1. (8) Given the reactants Br[C:2]1[CH:11]=[CH:10][C:9]2[N:8]=[CH:7][C:6]3[N:12]([CH3:23])[C:13](=[O:22])[N:14]([C:15]4[C:16]([CH3:21])=[N:17][N:18]([CH3:20])[CH:19]=4)[C:5]=3[C:4]=2[CH:3]=1.[CH3:24][O:25][C:26]1[C:31]([NH:32][C:33](=[O:35])[CH3:34])=[CH:30][C:29](B2OC(C)(C)C(C)(C)O2)=[CH:28][N:27]=1, predict the reaction product. The product is: [CH3:20][N:18]1[CH:19]=[C:15]([N:14]2[C:5]3[C:4]4[CH:3]=[C:2]([C:29]5[CH:30]=[C:31]([NH:32][C:33](=[O:35])[CH3:34])[C:26]([O:25][CH3:24])=[N:27][CH:28]=5)[CH:11]=[CH:10][C:9]=4[N:8]=[CH:7][C:6]=3[N:12]([CH3:23])[C:13]2=[O:22])[C:16]([CH3:21])=[N:17]1.